Predict the reaction yield, written as a fraction of the theoretical maximum amount of product (1.0 means a 100% yield; for example, 0.34 means a 34% yield). From a dataset of Reaction yield outcomes from USPTO patents with 853,638 reactions. The reactants are CC(C)([O-])C.[K+].[CH3:7][C:8]1[NH:12][C:11]([C:13]([O:15][CH2:16][CH3:17])=[O:14])=[C:10]([C:18]2[CH:23]=[CH:22][CH:21]=[CH:20][CH:19]=2)[C:9]=1[C:24]([O:26][CH2:27][CH3:28])=[O:25].Cl[CH2:30][CH2:31][S:32][CH3:33].[Cl-].[NH4+]. The catalyst is CS(C)=O. The yield is 0.680. The product is [CH3:7][C:8]1[N:12]([CH2:30][CH2:31][S:32][CH3:33])[C:11]([C:13]([O:15][CH2:16][CH3:17])=[O:14])=[C:10]([C:18]2[CH:23]=[CH:22][CH:21]=[CH:20][CH:19]=2)[C:9]=1[C:24]([O:26][CH2:27][CH3:28])=[O:25].